Dataset: Reaction yield outcomes from USPTO patents with 853,638 reactions. Task: Predict the reaction yield, written as a fraction of the theoretical maximum amount of product (1.0 means a 100% yield; for example, 0.34 means a 34% yield). The reactants are C(O[C:4](=[N:6][C:7](=O)[C:8]1[CH:13]=[CH:12][C:11]([CH3:14])=[CH:10][CH:9]=1)[CH3:5])C.[NH:16]([C:18]1[N:23]=[CH:22][C:21]([S:24]([NH2:27])(=[O:26])=[O:25])=[CH:20][CH:19]=1)[NH2:17].O. The catalyst is ClCCl.CO. The product is [CH3:5][C:4]1[N:6]=[C:7]([C:8]2[CH:9]=[CH:10][C:11]([CH3:14])=[CH:12][CH:13]=2)[N:16]([C:18]2[N:23]=[CH:22][C:21]([S:24]([NH2:27])(=[O:25])=[O:26])=[CH:20][CH:19]=2)[N:17]=1. The yield is 0.540.